Dataset: NCI-60 drug combinations with 297,098 pairs across 59 cell lines. Task: Regression. Given two drug SMILES strings and cell line genomic features, predict the synergy score measuring deviation from expected non-interaction effect. Drug 1: CC(C1=C(C=CC(=C1Cl)F)Cl)OC2=C(N=CC(=C2)C3=CN(N=C3)C4CCNCC4)N. Drug 2: C1=NC2=C(N=C(N=C2N1C3C(C(C(O3)CO)O)F)Cl)N. Cell line: U251. Synergy scores: CSS=13.0, Synergy_ZIP=-1.07, Synergy_Bliss=-3.72, Synergy_Loewe=-14.5, Synergy_HSA=-3.81.